This data is from Forward reaction prediction with 1.9M reactions from USPTO patents (1976-2016). The task is: Predict the product of the given reaction. (1) Given the reactants C[O:2][C:3](=O)[CH2:4][CH2:5][C:6]1[CH:11]=[CH:10][C:9]([C:12]([C:17]2[CH:22]=[CH:21][C:20]([O:23][CH2:24][C@@H:25]([OH:28])[CH2:26][OH:27])=[C:19]([CH3:29])[CH:18]=2)([CH2:15][CH3:16])[CH2:13][CH3:14])=[CH:8][C:7]=1[CH3:30].[CH2:32]([Mg]Br)[CH3:33].[NH4+].[Cl-].[CH2:38]1COC[CH2:39]1, predict the reaction product. The product is: [CH2:13]([C:12]([C:17]1[CH:22]=[CH:21][C:20]([O:23][CH2:24][C@@H:25]([OH:28])[CH2:26][OH:27])=[C:19]([CH3:29])[CH:18]=1)([C:9]1[CH:10]=[CH:11][C:6]([CH2:5][CH2:4][C:3]([CH2:32][CH3:33])([OH:2])[CH2:38][CH3:39])=[C:7]([CH3:30])[CH:8]=1)[CH2:15][CH3:16])[CH3:14]. (2) Given the reactants [CH3:1][C:2]1[N:6]([CH2:7][C:8]2[CH:13]=[CH:12][CH:11]=[C:10]([N:14]3[CH2:19][CH2:18][N:17]([CH3:20])[CH2:16][CH2:15]3)[CH:9]=2)[N:5]=[C:4]([C:21]#[N:22])[N:3]=1.Cl.[NH2:24][OH:25].CCN(C(C)C)C(C)C, predict the reaction product. The product is: [OH:25][NH:24][C:21]([C:4]1[N:3]=[C:2]([CH3:1])[N:6]([CH2:7][C:8]2[CH:13]=[CH:12][CH:11]=[C:10]([N:14]3[CH2:15][CH2:16][N:17]([CH3:20])[CH2:18][CH2:19]3)[CH:9]=2)[N:5]=1)=[NH:22]. (3) Given the reactants [CH3:1][C:2]1[C:6](/[CH:7]=[CH:8]/[C:9]([OH:11])=[O:10])=[C:5]([N:12]2[C:16]3=[N:17][CH:18]=[CH:19][CH:20]=[C:15]3[CH:14]=[CH:13]2)[NH:4][N:3]=1.C(=O)([O-])[O-].[Na+].[Na+].[C:27](O[C:27]([O:29][C:30]([CH3:33])([CH3:32])[CH3:31])=[O:28])([O:29][C:30]([CH3:33])([CH3:32])[CH3:31])=[O:28].S([O-])(O)(=O)=O.[K+], predict the reaction product. The product is: [C:30]([O:29][C:27]([N:3]1[C:2]([CH3:1])=[C:6](/[CH:7]=[CH:8]/[C:9]([OH:11])=[O:10])[C:5]([N:12]2[C:16]3=[N:17][CH:18]=[CH:19][CH:20]=[C:15]3[CH:14]=[CH:13]2)=[N:4]1)=[O:28])([CH3:33])([CH3:32])[CH3:31]. (4) Given the reactants [I:1][CH3:2].[F:3][C:4]1[CH:9]=[CH:8][CH:7]=[CH:6][C:5]=1[N:10]1[C:18]2[C:13](=[C:14]([N:19]3[CH2:26][C@H:25]4[C@H:21]([CH2:22][N:23]([C:27]([N:29]5[CH:33]=[CH:32][N:31]=[CH:30]5)=[O:28])[CH2:24]4)[C:20]3=[O:34])[CH:15]=[CH:16][CH:17]=2)[CH:12]=[N:11]1, predict the reaction product. The product is: [I-:1].[F:3][C:4]1[CH:9]=[CH:8][CH:7]=[CH:6][C:5]=1[N:10]1[C:18]2[C:13](=[C:14]([N:19]3[C:20](=[O:34])[CH:21]4[CH2:22][N:23]([C:27]([N:29]5[CH:33]=[CH:32][N+:31]([CH3:2])=[CH:30]5)=[O:28])[CH2:24][CH:25]4[CH2:26]3)[CH:15]=[CH:16][CH:17]=2)[CH:12]=[N:11]1. (5) Given the reactants Cl[C:2]1[N:7]=[C:6]([NH:8][C:9]2[N:14]=[CH:13][C:12]3[N:15]=[C:16]([CH3:21])[N:17]([CH:18]([CH3:20])[CH3:19])[C:11]=3[CH:10]=2)[CH:5]=[CH:4][N:3]=1.[CH2:22]([O:24][C:25](=[O:39])[C:26]([CH2:37][NH2:38])([CH3:36])[CH2:27][CH2:28]OC(=O)C(C)(C)C)[CH3:23].C(N(CC)C(C)C)(C)C, predict the reaction product. The product is: [CH2:22]([O:24][C:25]([C:26]1([CH3:36])[CH2:27][CH2:28][N:38]([C:2]2[N:7]=[C:6]([NH:8][C:9]3[N:14]=[CH:13][C:12]4[N:15]=[C:16]([CH3:21])[N:17]([CH:18]([CH3:20])[CH3:19])[C:11]=4[CH:10]=3)[CH:5]=[CH:4][N:3]=2)[CH2:37]1)=[O:39])[CH3:23]. (6) Given the reactants Br[CH2:2][C:3]([C:5]1[CH:14]=[CH:13][CH:12]=[C:11]2[C:6]=1[N:7]=[C:8]([NH:16][C:17]([CH3:20])([CH3:19])[CH3:18])[C:9]([CH3:15])=[N:10]2)=[O:4].[C:21]([O:25][C:26]([NH:28][C:29]1([C:32](=[O:39])[CH2:33][C:34]([O:36][CH2:37][CH3:38])=[O:35])[CH2:31][CH2:30]1)=[O:27])([CH3:24])([CH3:23])[CH3:22].C([O-])([O-])=O.[K+].[K+], predict the reaction product. The product is: [C:21]([O:25][C:26]([NH:28][C:29]1([C:32]([CH:33]([CH2:2][C:3]([C:5]2[CH:14]=[CH:13][CH:12]=[C:11]3[C:6]=2[N:7]=[C:8]([NH:16][C:17]([CH3:20])([CH3:19])[CH3:18])[C:9]([CH3:15])=[N:10]3)=[O:4])[C:34]([O:36][CH2:37][CH3:38])=[O:35])=[O:39])[CH2:31][CH2:30]1)=[O:27])([CH3:24])([CH3:23])[CH3:22]. (7) Given the reactants Br[C:2]1[CH:7]=[CH:6][C:5]([S:8]([NH:11][C:12]2[CH:17]=[C:16]([N:18]3[CH2:23][C@H:22]([CH3:24])[NH:21][C@H:20]([CH3:25])[CH2:19]3)[CH:15]=[CH:14][C:13]=2[O:26][CH3:27])(=[O:10])=[O:9])=[CH:4][CH:3]=1.[O:28]1[CH:32]=[CH:31][C:30](B(O)O)=[CH:29]1.CC(C)([O-])C.[K+], predict the reaction product. The product is: [CH3:25][C@H:20]1[NH:21][C@@H:22]([CH3:24])[CH2:23][N:18]([C:16]2[CH:15]=[CH:14][C:13]([O:26][CH3:27])=[C:12]([NH:11][S:8]([C:5]3[CH:6]=[CH:7][C:2]([C:30]4[CH:31]=[CH:32][O:28][CH:29]=4)=[CH:3][CH:4]=3)(=[O:10])=[O:9])[CH:17]=2)[CH2:19]1.